Task: Predict the reactants needed to synthesize the given product.. Dataset: Full USPTO retrosynthesis dataset with 1.9M reactions from patents (1976-2016) (1) Given the product [O:1]=[C:2]([CH2:8][CH3:9])[CH2:3][C:4]([O:6][CH2:7][C:10]#[CH:11])=[O:5], predict the reactants needed to synthesize it. The reactants are: [O:1]=[C:2]([CH2:8][CH3:9])[CH2:3][C:4]([O:6][CH3:7])=[O:5].[CH2:10](O)[C:11]#C. (2) Given the product [CH2:9]([N:16]1[CH2:20][CH2:19][C:18]2([CH2:2][O:21]2)[CH2:17]1)[C:10]1[CH:11]=[CH:12][CH:13]=[CH:14][CH:15]=1, predict the reactants needed to synthesize it. The reactants are: [I-].[CH3:2][S+](C)(C)=O.[H-].[Na+].[CH2:9]([N:16]1[CH2:20][CH2:19][C:18](=[O:21])[CH2:17]1)[C:10]1[CH:15]=[CH:14][CH:13]=[CH:12][CH:11]=1.O. (3) Given the product [C:34]([O:38][C:39](=[O:47])[NH:40][C@@H:41]1[CH2:46][CH2:45][CH2:44][N:43]([CH2:32][C:3]2[C:2]([Cl:1])=[C:11]3[C:6]([C:7](=[O:26])[N:8]([CH2:13][C:14]4[CH:19]=[C:18]([Cl:20])[CH:17]=[CH:16][C:15]=4[S:21]([CH2:24][CH3:25])(=[O:22])=[O:23])[C:9](=[O:12])[NH:10]3)=[CH:5][C:4]=2[O:27][C:28]([F:30])([F:31])[F:29])[CH2:42]1)([CH3:37])([CH3:35])[CH3:36], predict the reactants needed to synthesize it. The reactants are: [Cl:1][C:2]1[C:3]([CH:32]=O)=[C:4]([O:27][C:28]([F:31])([F:30])[F:29])[CH:5]=[C:6]2[C:11]=1[NH:10][C:9](=[O:12])[N:8]([CH2:13][C:14]1[CH:19]=[C:18]([Cl:20])[CH:17]=[CH:16][C:15]=1[S:21]([CH2:24][CH3:25])(=[O:23])=[O:22])[C:7]2=[O:26].[C:34]([O:38][C:39](=[O:47])[NH:40][C@@H:41]1[CH2:46][CH2:45][CH2:44][NH:43][CH2:42]1)([CH3:37])([CH3:36])[CH3:35]. (4) Given the product [NH2:22][C:7]1[CH:6]=[C:5]2[C:10]([C:2]([Br:1])=[N:3][N:4]2[C:25]([C:26]2[CH:31]=[CH:30][CH:29]=[CH:28][CH:27]=2)([C:32]2[CH:37]=[CH:36][CH:35]=[CH:34][CH:33]=2)[C:38]2[CH:39]=[CH:40][CH:41]=[CH:42][CH:43]=2)=[CH:9][C:8]=1[CH2:11][NH:12][C@@H:13]1[CH2:18][CH2:17][CH2:16][N:15]([C:19]([O:21][C:49]([CH3:50])([CH3:44])[CH3:48])=[O:20])[CH2:14]1, predict the reactants needed to synthesize it. The reactants are: [Br:1][C:2]1[C:10]2[C:5](=[CH:6][C:7]([N+:22]([O-])=O)=[C:8]([CH2:11][NH:12][CH:13]3[CH2:18][CH2:17][CH2:16][N:15]([C:19]([O-:21])=[O:20])[CH2:14]3)[CH:9]=2)[N:4]([C:25]([C:38]2[CH:43]=[CH:42][CH:41]=[CH:40][CH:39]=2)([C:32]2[CH:37]=[CH:36][CH:35]=[CH:34][CH:33]=2)[C:26]2[CH:31]=[CH:30][CH:29]=[CH:28][CH:27]=2)[N:3]=1.[CH3:44]C(O)=O.[CH3:48][CH:49](O)[CH3:50]. (5) Given the product [CH3:1][S:2]([N:5]1[CH2:10][CH2:9][C:8]2[N:11]([CH2:24][CH2:25][CH2:26][N:29]3[CH2:30][CH2:31][CH:32]([N:35]4[C:39]5[CH:40]=[CH:41][CH:42]=[CH:43][C:38]=5[N:37]=[N:36]4)[CH2:33][CH2:34]3)[N:12]=[C:13]([C:14]3[CH:19]=[CH:18][C:17]([C:20]([F:23])([F:22])[F:21])=[CH:16][CH:15]=3)[C:7]=2[CH2:6]1)(=[O:4])=[O:3], predict the reactants needed to synthesize it. The reactants are: [CH3:1][S:2]([N:5]1[CH2:10][CH2:9][C:8]2[N:11]([CH2:24][CH2:25][CH:26]=O)[N:12]=[C:13]([C:14]3[CH:19]=[CH:18][C:17]([C:20]([F:23])([F:22])[F:21])=[CH:16][CH:15]=3)[C:7]=2[CH2:6]1)(=[O:4])=[O:3].Cl.[NH:29]1[CH2:34][CH2:33][CH:32]([N:35]2[C:39]3[CH:40]=[CH:41][CH:42]=[CH:43][C:38]=3[N:37]=[N:36]2)[CH2:31][CH2:30]1.CC(O)=O.[BH-](OC(C)=O)(OC(C)=O)OC(C)=O.[Na+].C([O-])(O)=O.[Na+]. (6) Given the product [F:1][C:2]([F:16])([F:17])[C:3]1[CH:4]=[CH:5][C:6]([C:9]2([CH2:14][O:15][S:25]([CH3:28])(=[O:27])=[O:26])[CH2:13][CH2:12][CH2:11][CH2:10]2)=[CH:7][CH:8]=1, predict the reactants needed to synthesize it. The reactants are: [F:1][C:2]([F:17])([F:16])[C:3]1[CH:8]=[CH:7][C:6]([C:9]2([CH2:14][OH:15])[CH2:13][CH2:12][CH2:11][CH2:10]2)=[CH:5][CH:4]=1.CCN(CC)CC.[S:25](Cl)([CH3:28])(=[O:27])=[O:26].